Predict the reaction yield, written as a fraction of the theoretical maximum amount of product (1.0 means a 100% yield; for example, 0.34 means a 34% yield). From a dataset of Reaction yield outcomes from USPTO patents with 853,638 reactions. The reactants are FC(F)(F)C(O)=O.[O:8]1[C:14]2[CH:15]=[CH:16][C:17]([C:19]3[CH:20]=[C:21]4[N:27]([C:28]([O:30][CH2:31][CH:32]([CH3:34])[CH3:33])=[O:29])[CH:26]=[N:25][C:22]4=[N:23][CH:24]=3)=[CH:18][C:13]=2[CH2:12][NH:11][CH2:10][CH2:9]1.[F:35][C:36]1[CH:37]=[C:38]([CH:42]2[CH2:47][C:46](=[O:48])[CH2:45][CH2:44][N:43]2[C:49](Cl)=[O:50])[CH:39]=[CH:40][CH:41]=1.C(N(C(C)C)CC)(C)C. The catalyst is CN(C)C=O.C(OCC)(=O)C. The product is [F:35][C:36]1[CH:37]=[C:38]([CH:42]2[CH2:47][C:46](=[O:48])[CH2:45][CH2:44][N:43]2[C:49]([N:11]2[CH2:12][C:13]3[CH:18]=[C:17]([C:19]4[CH:20]=[C:21]5[N:27]([C:28]([O:30][CH2:31][CH:32]([CH3:34])[CH3:33])=[O:29])[CH:26]=[N:25][C:22]5=[N:23][CH:24]=4)[CH:16]=[CH:15][C:14]=3[O:8][CH2:9][CH2:10]2)=[O:50])[CH:39]=[CH:40][CH:41]=1. The yield is 0.640.